From a dataset of Catalyst prediction with 721,799 reactions and 888 catalyst types from USPTO. Predict which catalyst facilitates the given reaction. Product: [C:1]([C:5]1[S:9][C:8]([C:10]2[S:11][C:12]([C:15]3[O:18][C:19]4[CH:20]=[C:21]([O:25][CH3:26])[CH:22]=[CH:23][C:24]=4[CH:16]=3)=[CH:13][CH:14]=2)=[CH:7][CH:6]=1)([CH3:4])([CH3:3])[CH3:2]. Reactant: [C:1]([C:5]1[S:9][C:8]([C:10]2[S:11][C:12](/[C:15](/[O:18][C:19]3[CH:24]=[CH:23][CH:22]=[C:21]([O:25][CH3:26])[CH:20]=3)=[CH:16]/Cl)=[CH:13][CH:14]=2)=[CH:7][CH:6]=1)([CH3:4])([CH3:3])[CH3:2].C1C=CC(P(C2C(OC3C(P(C4C=CC=CC=4)C4C=CC=CC=4)=CC=CC=3)=CC=CC=2)C2C=CC=CC=2)=CC=1.C(=O)([O-])[O-].[Cs+].[Cs+].[F-].[Cs+]. The catalyst class is: 62.